This data is from Peptide-MHC class I binding affinity with 185,985 pairs from IEDB/IMGT. The task is: Regression. Given a peptide amino acid sequence and an MHC pseudo amino acid sequence, predict their binding affinity value. This is MHC class I binding data. (1) The peptide sequence is YIVAYQATV. The MHC is HLA-A02:06 with pseudo-sequence HLA-A02:06. The binding affinity (normalized) is 0.860. (2) The peptide sequence is VILYFMYRK. The MHC is HLA-A23:01 with pseudo-sequence HLA-A23:01. The binding affinity (normalized) is 0.0847.